Dataset: Forward reaction prediction with 1.9M reactions from USPTO patents (1976-2016). Task: Predict the product of the given reaction. (1) Given the reactants [F:1][C:2]([F:33])([F:32])[C:3]1[CH:4]=[C:5]([CH2:13][C:14]([N:16]2[CH2:21][CH2:20][CH:19]3[CH2:22][NH:23][CH2:24][CH:18]3[CH:17]2[C:25]2[CH:30]=[CH:29][C:28]([F:31])=[CH:27][CH:26]=2)=[O:15])[CH:6]=[C:7]([C:9]([F:12])([F:11])[F:10])[CH:8]=1.[O:34]=[C:35]1[N:39]([CH2:40][C:41](O)=[O:42])[CH2:38][CH2:37][O:36]1, predict the reaction product. The product is: [F:33][C:2]([F:1])([F:32])[C:3]1[CH:4]=[C:5]([CH2:13][C:14]([N:16]2[CH2:21][CH2:20][CH:19]3[CH2:22][N:23]([C:41](=[O:42])[CH2:40][N:39]4[CH2:38][CH2:37][O:36][C:35]4=[O:34])[CH2:24][CH:18]3[CH:17]2[C:25]2[CH:26]=[CH:27][C:28]([F:31])=[CH:29][CH:30]=2)=[O:15])[CH:6]=[C:7]([C:9]([F:12])([F:10])[F:11])[CH:8]=1. (2) Given the reactants [Br:1][C:2]1[CH:3]=[CH:4][C:5]([O:12][CH3:13])=[C:6]([S:8](Cl)(=[O:10])=[O:9])[CH:7]=1.[NH2:14][C:15]([CH3:19])([CH3:18])[CH2:16][OH:17].C(N(CC)CC)C, predict the reaction product. The product is: [Br:1][C:2]1[CH:3]=[CH:4][C:5]([O:12][CH3:13])=[C:6]([S:8]([NH:14][C:15]([CH3:19])([CH3:18])[CH2:16][OH:17])(=[O:10])=[O:9])[CH:7]=1. (3) Given the reactants [CH3:1]C(C)([O-])C.[K+].[C:7]1(=[N:14][OH:15])[CH2:13][CH2:12][CH2:11][CH2:10][CH2:9][CH2:8]1.Cl[C:17]1[CH:22]=[CH:21][C:20]([N+:23]([O-:25])=[O:24])=[CH:19][CH:18]=1, predict the reaction product. The product is: [N+:23]([C:20]1[CH:21]=[CH:22][C:17]([O:15][N:14]=[C:7]2[CH2:1][CH2:8][CH2:9][CH2:10][CH2:11][CH2:12][CH2:13]2)=[CH:18][CH:19]=1)([O-:25])=[O:24]. (4) Given the reactants [F:1][C:2]1[CH:9]=[CH:8][C:5]([CH2:6][Cl:7])=[CH:4][CH:3]=1.[NH:10]1[CH2:15][CH2:14][NH:13][CH2:12][CH2:11]1, predict the reaction product. The product is: [ClH:7].[ClH:7].[F:1][C:2]1[CH:9]=[CH:8][C:5]([CH2:6][N:10]2[CH2:15][CH2:14][NH:13][CH2:12][CH2:11]2)=[CH:4][CH:3]=1. (5) Given the reactants [NH:1]1[CH2:6][CH2:5][CH2:4][C@@H:3]([C:7]([O:9][CH2:10][CH3:11])=[O:8])[CH2:2]1.[C:12](O[C:12]([O:14][C:15]([CH3:18])([CH3:17])[CH3:16])=[O:13])([O:14][C:15]([CH3:18])([CH3:17])[CH3:16])=[O:13], predict the reaction product. The product is: [N:1]1([C:12]([O:14][C:15]([CH3:18])([CH3:17])[CH3:16])=[O:13])[CH2:6][CH2:5][CH2:4][C@@H:3]([C:7]([O:9][CH2:10][CH3:11])=[O:8])[CH2:2]1. (6) Given the reactants CO[C:3]([C:5]1[N:6]=[C:7]([C:18]2[CH:23]=[CH:22][C:21]([C:24]3[CH:28]=[CH:27][S:26][CH:25]=3)=[CH:20][CH:19]=2)[O:8][C:9]=1[C:10]1[CH:15]=[CH:14][C:13]([Cl:16])=[C:12]([Cl:17])[CH:11]=1)=[O:4].C[O:30][C:31]([C:33]1[N:34]=[C:35]([C:46]2[CH:51]=[CH:50][C:49](C(F)(F)F)=[CH:48][CH:47]=2)[O:36][C:37]=1C1C=CC(C#N)=CC=1)=[O:32], predict the reaction product. The product is: [CH2:35]([O:36][CH2:37][C@H:33]([NH:34][C:3]([C:5]1[N:6]=[C:7]([C:18]2[CH:23]=[CH:22][C:21]([C:24]3[CH:28]=[CH:27][S:26][CH:25]=3)=[CH:20][CH:19]=2)[O:8][C:9]=1[C:10]1[CH:15]=[CH:14][C:13]([Cl:16])=[C:12]([Cl:17])[CH:11]=1)=[O:4])[C:31]([OH:32])=[O:30])[C:46]1[CH:51]=[CH:50][CH:49]=[CH:48][CH:47]=1.